Dataset: NCI-60 drug combinations with 297,098 pairs across 59 cell lines. Task: Regression. Given two drug SMILES strings and cell line genomic features, predict the synergy score measuring deviation from expected non-interaction effect. (1) Drug 2: CC1C(C(=O)NC(C(=O)N2CCCC2C(=O)N(CC(=O)N(C(C(=O)O1)C(C)C)C)C)C(C)C)NC(=O)C3=C4C(=C(C=C3)C)OC5=C(C(=O)C(=C(C5=N4)C(=O)NC6C(OC(=O)C(N(C(=O)CN(C(=O)C7CCCN7C(=O)C(NC6=O)C(C)C)C)C)C(C)C)C)N)C. Synergy scores: CSS=25.5, Synergy_ZIP=34.3, Synergy_Bliss=33.8, Synergy_Loewe=34.7, Synergy_HSA=33.9. Drug 1: CC12CCC(CC1=CCC3C2CCC4(C3CC=C4C5=CN=CC=C5)C)O. Cell line: SNB-19. (2) Drug 1: C#CCC(CC1=CN=C2C(=N1)C(=NC(=N2)N)N)C3=CC=C(C=C3)C(=O)NC(CCC(=O)O)C(=O)O. Drug 2: C1=NNC2=C1C(=O)NC=N2. Cell line: HCT-15. Synergy scores: CSS=7.18, Synergy_ZIP=-0.508, Synergy_Bliss=4.35, Synergy_Loewe=-9.61, Synergy_HSA=2.65. (3) Drug 1: CC1C(C(CC(O1)OC2CC(CC3=C2C(=C4C(=C3O)C(=O)C5=C(C4=O)C(=CC=C5)OC)O)(C(=O)C)O)N)O.Cl. Drug 2: N.N.Cl[Pt+2]Cl. Cell line: NCI-H226. Synergy scores: CSS=3.22, Synergy_ZIP=-2.48, Synergy_Bliss=-3.49, Synergy_Loewe=-14.2, Synergy_HSA=-5.43. (4) Drug 1: C1CC(C1)(C(=O)O)C(=O)O.[NH2-].[NH2-].[Pt+2]. Drug 2: C1CC(=O)NC(=O)C1N2C(=O)C3=CC=CC=C3C2=O. Cell line: SR. Synergy scores: CSS=67.2, Synergy_ZIP=-1.35, Synergy_Bliss=0.241, Synergy_Loewe=1.97, Synergy_HSA=3.68. (5) Drug 1: C1C(C(OC1N2C=NC3=C(N=C(N=C32)Cl)N)CO)O. Drug 2: CC(C)CN1C=NC2=C1C3=CC=CC=C3N=C2N. Cell line: KM12. Synergy scores: CSS=36.0, Synergy_ZIP=-6.88, Synergy_Bliss=-2.27, Synergy_Loewe=3.09, Synergy_HSA=-0.0803. (6) Drug 1: CC1CCC2CC(C(=CC=CC=CC(CC(C(=O)C(C(C(=CC(C(=O)CC(OC(=O)C3CCCCN3C(=O)C(=O)C1(O2)O)C(C)CC4CCC(C(C4)OC)OCCO)C)C)O)OC)C)C)C)OC. Drug 2: CCN(CC)CCNC(=O)C1=C(NC(=C1C)C=C2C3=C(C=CC(=C3)F)NC2=O)C. Cell line: HL-60(TB). Synergy scores: CSS=4.32, Synergy_ZIP=0.914, Synergy_Bliss=4.03, Synergy_Loewe=-0.994, Synergy_HSA=-0.489. (7) Drug 1: CC1=CC2C(CCC3(C2CCC3(C(=O)C)OC(=O)C)C)C4(C1=CC(=O)CC4)C. Drug 2: CCC(=C(C1=CC=CC=C1)C2=CC=C(C=C2)OCCN(C)C)C3=CC=CC=C3.C(C(=O)O)C(CC(=O)O)(C(=O)O)O. Cell line: KM12. Synergy scores: CSS=8.61, Synergy_ZIP=-5.16, Synergy_Bliss=-2.19, Synergy_Loewe=-4.83, Synergy_HSA=-0.967. (8) Drug 1: C1=NC2=C(N=C(N=C2N1C3C(C(C(O3)CO)O)F)Cl)N. Drug 2: C(CCl)NC(=O)N(CCCl)N=O. Cell line: EKVX. Synergy scores: CSS=-0.170, Synergy_ZIP=-0.975, Synergy_Bliss=-3.67, Synergy_Loewe=-3.31, Synergy_HSA=-4.35. (9) Drug 1: CCC1(CC2CC(C3=C(CCN(C2)C1)C4=CC=CC=C4N3)(C5=C(C=C6C(=C5)C78CCN9C7C(C=CC9)(C(C(C8N6C=O)(C(=O)OC)O)OC(=O)C)CC)OC)C(=O)OC)O.OS(=O)(=O)O. Drug 2: C(CCl)NC(=O)N(CCCl)N=O. Cell line: UO-31. Synergy scores: CSS=-2.41, Synergy_ZIP=1.63, Synergy_Bliss=2.63, Synergy_Loewe=-3.89, Synergy_HSA=-1.72. (10) Drug 1: C1=CC(=CC=C1C#N)C(C2=CC=C(C=C2)C#N)N3C=NC=N3. Drug 2: CC1=C(C(CCC1)(C)C)C=CC(=CC=CC(=CC(=O)O)C)C. Cell line: SNB-75. Synergy scores: CSS=-0.367, Synergy_ZIP=-0.877, Synergy_Bliss=-2.11, Synergy_Loewe=-3.38, Synergy_HSA=-2.63.